From a dataset of Forward reaction prediction with 1.9M reactions from USPTO patents (1976-2016). Predict the product of the given reaction. (1) Given the reactants [CH2:1]([O:3][C:4]([N:6]1[CH:11]2[CH2:12][CH2:13][CH:7]1[CH2:8][CH:9]([N:14]1[CH2:19][CH2:18][CH:17]([C:20]([OH:22])=O)[CH2:16][CH2:15]1)[CH2:10]2)=[O:5])[CH3:2].Cl.[CH3:24][C:25]1([NH2:29])[CH2:28][CH2:27][CH2:26]1.CN(C(ON1N=NC2C=CC=NC1=2)=[N+](C)C)C.F[P-](F)(F)(F)(F)F.CCN(C(C)C)C(C)C, predict the reaction product. The product is: [CH3:24][C:25]1([NH:29][C:20]([CH:17]2[CH2:18][CH2:19][N:14]([CH:9]3[CH2:10][CH:11]4[N:6]([C:4]([O:3][CH2:1][CH3:2])=[O:5])[CH:7]([CH2:13][CH2:12]4)[CH2:8]3)[CH2:15][CH2:16]2)=[O:22])[CH2:28][CH2:27][CH2:26]1. (2) Given the reactants [C-:1]#[N:2].[K+].[Br:4][C:5]1[CH:10]=[CH:9][C:8]([CH2:11]/[C:12](/[CH3:21])=[C:13](\[C:19]#[N:20])/[C:14]([O:16][CH2:17][CH3:18])=[O:15])=[CH:7][CH:6]=1, predict the reaction product. The product is: [Br:4][C:5]1[CH:6]=[CH:7][C:8]([CH2:11][C:12]([C:1]#[N:2])([CH3:21])[CH:13]([C:19]#[N:20])[C:14]([O:16][CH2:17][CH3:18])=[O:15])=[CH:9][CH:10]=1.